Dataset: Reaction yield outcomes from USPTO patents with 853,638 reactions. Task: Predict the reaction yield, written as a fraction of the theoretical maximum amount of product (1.0 means a 100% yield; for example, 0.34 means a 34% yield). The reactants are Cl.[OH:2][C:3]1[C:4](=[O:15])[CH:5]=[C:6]([CH3:14])[N:7]([CH2:9][C:10]([F:13])([F:12])[F:11])[CH:8]=1.[CH3:16][N:17]([CH3:22])[CH2:18]N(C)C. The catalyst is C(O)C. The product is [CH3:16][N:17]([CH2:22][C:8]1[N:7]([CH2:9][C:10]([F:11])([F:12])[F:13])[C:6]([CH3:14])=[CH:5][C:4](=[O:15])[C:3]=1[OH:2])[CH3:18]. The yield is 0.700.